From a dataset of Peptide-MHC class I binding affinity with 185,985 pairs from IEDB/IMGT. Regression. Given a peptide amino acid sequence and an MHC pseudo amino acid sequence, predict their binding affinity value. This is MHC class I binding data. (1) The peptide sequence is LQDIVNEHDI. The binding affinity (normalized) is 0. The MHC is HLA-A24:02 with pseudo-sequence HLA-A24:02. (2) The peptide sequence is FTDGVCLFW. The MHC is HLA-A26:01 with pseudo-sequence HLA-A26:01. The binding affinity (normalized) is 0.0847. (3) The peptide sequence is LPIDKCSRI. The MHC is HLA-B51:01 with pseudo-sequence HLA-B51:01. The binding affinity (normalized) is 0.420. (4) The peptide sequence is LMLLPTALAF. The MHC is HLA-A24:02 with pseudo-sequence HLA-A24:02. The binding affinity (normalized) is 0.223. (5) The peptide sequence is WMLLTFLTSL. The MHC is HLA-A68:02 with pseudo-sequence HLA-A68:02. The binding affinity (normalized) is 0.305. (6) The peptide sequence is LMKMKKKTW. The binding affinity (normalized) is 0.574. The MHC is HLA-B08:01 with pseudo-sequence HLA-B08:01. (7) The peptide sequence is RRNRKALWL. The MHC is HLA-B48:01 with pseudo-sequence HLA-B48:01. The binding affinity (normalized) is 0.0847. (8) The peptide sequence is EKAAWGVAL. The binding affinity (normalized) is 0.0847. The MHC is HLA-A03:01 with pseudo-sequence HLA-A03:01. (9) The peptide sequence is PLYRLSPKK. The MHC is HLA-A26:02 with pseudo-sequence HLA-A26:02. The binding affinity (normalized) is 0.0847.